From a dataset of Forward reaction prediction with 1.9M reactions from USPTO patents (1976-2016). Predict the product of the given reaction. (1) Given the reactants [CH3:1][C:2]([CH3:60])([CH2:10][C:11]([O:13][C@H:14]1[CH2:31][CH2:30][C@@:29]2([CH3:32])[C@@H:16]([CH2:17][CH2:18][C@:19]3([CH3:57])[C@@H:28]2[CH2:27][CH2:26][C@H:25]2[C@@:20]3([CH3:56])[CH2:21][CH2:22][C@@:23]3(/[CH:40]=[C:41](\[CH3:55])/[C:42]([NH:44][C:45]4([C:48]5[CH:53]=[CH:52][CH:51]=[C:50]([Cl:54])[CH:49]=5)[CH2:47][CH2:46]4)=[O:43])[CH2:35][C:34](=[O:36])[C:33]([CH:37]([CH3:39])[CH3:38])=[C:24]32)[C:15]1([CH3:59])[CH3:58])=[O:12])[C:3]([O:5]C(C)(C)C)=[O:4].C(O)(C(F)(F)F)=O.CC#N.O, predict the reaction product. The product is: [Cl:54][C:50]1[CH:49]=[C:48]([C:45]2([NH:44][C:42](=[O:43])/[C:41](/[CH3:55])=[CH:40]/[C@:23]34[CH2:35][C:34](=[O:36])[C:33]([CH:37]([CH3:38])[CH3:39])=[C:24]3[C@@H:25]3[C@@:20]([CH3:56])([CH2:21][CH2:22]4)[C@@:19]4([CH3:57])[C@@H:28]([C@:29]5([CH3:32])[C@@H:16]([CH2:17][CH2:18]4)[C:15]([CH3:58])([CH3:59])[C@@H:14]([O:13][C:11](=[O:12])[CH2:10][C:2]([CH3:1])([CH3:60])[C:3]([OH:5])=[O:4])[CH2:31][CH2:30]5)[CH2:27][CH2:26]3)[CH2:47][CH2:46]2)[CH:53]=[CH:52][CH:51]=1. (2) Given the reactants [C:1]([O:5][C:6]([NH:8][CH2:9][C@H:10]1[CH2:15][CH2:14][C@H:13]([C:16]([NH:18][C@H:19]([C:37](=[O:50])[NH:38][C:39]2[CH:44]=[CH:43][C:42]([C:45]3[N:46]=[N:47][NH:48][N:49]=3)=[CH:41][CH:40]=2)[CH2:20][C:21]2[CH:26]=[CH:25][C:24]([C:27]3[CH:32]=[CH:31][C:30]([C:33]([OH:35])=O)=[CH:29][C:28]=3[CH3:36])=[CH:23][CH:22]=2)=[O:17])[CH2:12][CH2:11]1)=[O:7])([CH3:4])([CH3:3])[CH3:2].[C:51]([O:55][CH:56](N)[CH3:57])([CH3:54])([CH3:53])[CH3:52].F[P-](F)(F)(F)(F)F.C[N:67](C(ON1C2=NC=CC=C2N=N1)=[N+](C)C)C.C(N(CC)C(C)C)(C)C, predict the reaction product. The product is: [C:51]([O:55][CH2:56][CH2:57][NH:67][C:33]([C:30]1[CH:31]=[CH:32][C:27]([C:24]2[CH:25]=[CH:26][C:21]([CH2:20][C@H:19]([NH:18][C:16]([C@H:13]3[CH2:14][CH2:15][C@H:10]([CH2:9][NH:8][C:6](=[O:7])[O:5][C:1]([CH3:3])([CH3:4])[CH3:2])[CH2:11][CH2:12]3)=[O:17])[C:37](=[O:50])[NH:38][C:39]3[CH:44]=[CH:43][C:42]([C:45]4[N:49]=[N:48][NH:47][N:46]=4)=[CH:41][CH:40]=3)=[CH:22][CH:23]=2)=[C:28]([CH3:36])[CH:29]=1)=[O:35])([CH3:54])([CH3:53])[CH3:52]. (3) Given the reactants Br[C:2]1[CH:3]=[N:4][N:5]([C:9]2[CH:24]=[CH:23][C:12]([C:13]([NH:15][CH2:16][CH:17]3[CH2:22][CH2:21][O:20][CH2:19][CH2:18]3)=[O:14])=[CH:11][N:10]=2)[C:6]=1[O:7]C.[C:25]([C:27]1[CH:32]=[CH:31][C:30](B(O)O)=[CH:29][C:28]=1[O:36][CH3:37])#[N:26], predict the reaction product. The product is: [C:25]([C:27]1[CH:32]=[CH:31][C:30]([C:2]2[CH:3]=[N:4][N:5]([C:9]3[CH:24]=[CH:23][C:12]([C:13]([NH:15][CH2:16][CH:17]4[CH2:22][CH2:21][O:20][CH2:19][CH2:18]4)=[O:14])=[CH:11][N:10]=3)[C:6]=2[OH:7])=[CH:29][C:28]=1[O:36][CH3:37])#[N:26]. (4) Given the reactants [CH3:1][O:2][C:3]1[CH:4]=[C:5]([CH:17]=[CH:18][C:19]=1[O:20][CH3:21])[CH2:6][NH:7][C:8](=[NH:16])[CH:9](OCC)OCC.S(=O)(=O)(O)O.[OH-].[Na+], predict the reaction product. The product is: [CH3:21][O:20][C:19]1[CH:18]=[C:17]2[C:5](=[CH:4][C:3]=1[O:2][CH3:1])[CH:6]=[N:7][C:8]([NH2:16])=[CH:9]2. (5) The product is: [CH3:1][NH:2][C:3]([N:18]1[CH2:19][CH2:20][CH2:21][CH2:22][CH:17]1[C:14]1[CH:13]=[C:12]([C:8]2[CH:9]=[CH:10][CH:11]=[C:6]([Cl:5])[CH:7]=2)[O:16][N:15]=1)=[S:4]. Given the reactants [CH3:1][N:2]=[C:3]=[S:4].[Cl:5][C:6]1[CH:7]=[C:8]([C:12]2[O:16][N:15]=[C:14]([CH:17]3[CH2:22][CH2:21][CH2:20][CH2:19][NH:18]3)[CH:13]=2)[CH:9]=[CH:10][CH:11]=1, predict the reaction product. (6) Given the reactants [CH3:1][O:2][C:3](=[O:7])[CH2:4][O:5][CH3:6].[Li+].CC([N-]C(C)C)C.[CH3:16][C:17]1[O:21][C:20]([C:22]2[CH:27]=[CH:26][CH:25]=[CH:24][CH:23]=2)=[N:19][C:18]=1[CH2:28][CH2:29][O:30][C:31]1[C:39]2[CH:38]=[CH:37][S:36][C:35]=2[C:34]([CH:40]=[O:41])=[CH:33][CH:32]=1.Cl, predict the reaction product. The product is: [CH3:1][O:2][C:3](=[O:7])[CH:4]([O:5][CH3:6])[CH:40]([OH:41])[C:34]1[C:35]2[S:36][CH:37]=[CH:38][C:39]=2[C:31]([O:30][CH2:29][CH2:28][C:18]2[N:19]=[C:20]([C:22]3[CH:27]=[CH:26][CH:25]=[CH:24][CH:23]=3)[O:21][C:17]=2[CH3:16])=[CH:32][CH:33]=1. (7) Given the reactants [N+]([C:4]1[CH:5]=C(S([O-])(=O)=O)C=[CH:8][CH:9]=1)([O-])=O.[Na+].[N:15]1[C:24]2[CH:23]=[CH:22][CH:21]=[C:20]([NH2:25])[C:19]=2[CH:18]=[CH:17][CH:16]=1.C(=O)/C=C/C.[OH-].[Na+], predict the reaction product. The product is: [CH3:8][C:9]1[CH:4]=[CH:5][C:21]2[C:20](=[C:19]3[C:24](=[CH:23][CH:22]=2)[N:15]=[CH:16][CH:17]=[CH:18]3)[N:25]=1. (8) Given the reactants [Br:1][C:2]1[CH:3]=[CH:4][C:5]2[N:6]([C:8](I)=[CH:9][N:10]=2)[CH:7]=1.[Cl:12][C:13]1[CH:18]=[CH:17][C:16](B(O)O)=[CH:15][CH:14]=1.[O-]P([O-])([O-])=O.[K+].[K+].[K+].O, predict the reaction product. The product is: [Br:1][C:2]1[CH:3]=[CH:4][C:5]2[N:6]([C:8]([C:16]3[CH:17]=[CH:18][C:13]([Cl:12])=[CH:14][CH:15]=3)=[CH:9][N:10]=2)[CH:7]=1. (9) The product is: [Br:1][CH2:2][CH2:3][CH2:4][CH2:5][CH2:6][C:7]([NH:10][CH2:11][CH2:12][S:13][C:14]([C:21]1[CH:26]=[CH:25][CH:24]=[CH:23][CH:22]=1)([C:15]1[CH:16]=[CH:17][CH:18]=[CH:19][CH:20]=1)[C:27]1[CH:32]=[CH:31][CH:30]=[CH:29][CH:28]=1)=[O:8]. Given the reactants [Br:1][CH2:2][CH2:3][CH2:4][CH2:5][CH2:6][C:7](Cl)=[O:8].[NH2:10][CH2:11][CH2:12][S:13][C:14]([C:27]1[CH:32]=[CH:31][CH:30]=[CH:29][CH:28]=1)([C:21]1[CH:26]=[CH:25][CH:24]=[CH:23][CH:22]=1)[C:15]1[CH:20]=[CH:19][CH:18]=[CH:17][CH:16]=1.CCN(C(C)C)C(C)C.CC(O)=O, predict the reaction product.